From a dataset of Reaction yield outcomes from USPTO patents with 853,638 reactions. Predict the reaction yield, written as a fraction of the theoretical maximum amount of product (1.0 means a 100% yield; for example, 0.34 means a 34% yield). (1) The reactants are [OH:1][CH2:2][CH2:3][O:4][C:5](=[O:8])[CH:6]=[CH2:7].[CH3:9][O:10][C:11](=[O:15])[C:12]([CH3:14])=[CH2:13].CC(N=NC(C#N)(C)C)(C#N)C. The catalyst is C1COCC1. The product is [OH:1][CH2:2][CH2:3][O:4][C:5](=[O:8])[CH:6]=[CH2:7].[CH3:9][O:10][C:11](=[O:15])[C:12]([CH3:14])=[CH2:13]. The yield is 0.820. (2) The reactants are [CH:1]([C:3]1[CH:18]=[CH:17][C:6]([O:7][C:8]2[N:9]=[CH:10][C:11]([C:14]([NH2:16])=[O:15])=[N:12][CH:13]=2)=[C:5]([CH3:19])[CH:4]=1)=O.[F:20][C:21]1[CH:26]=[CH:25][C:24]([CH2:27][CH2:28][NH2:29])=[CH:23][CH:22]=1.[BH4-].[Na+]. The catalyst is CO. The product is [F:20][C:21]1[CH:26]=[CH:25][C:24]([CH2:27][CH2:28][NH:29][CH2:1][C:3]2[CH:18]=[CH:17][C:6]([O:7][C:8]3[N:9]=[CH:10][C:11]([C:14]([NH2:16])=[O:15])=[N:12][CH:13]=3)=[C:5]([CH3:19])[CH:4]=2)=[CH:23][CH:22]=1. The yield is 0.540. (3) The reactants are [F:1][C:2]([F:13])([F:12])[O:3][C:4]1[CH:11]=[CH:10][C:7]([CH:8]=[O:9])=[CH:6][CH:5]=1.[Br:14]N1C(=O)CCC1=O. The catalyst is C(O)(C(F)(F)F)=O.OS(O)(=O)=O. The product is [Br:14][C:5]1[CH:6]=[C:7]([CH:10]=[CH:11][C:4]=1[O:3][C:2]([F:12])([F:13])[F:1])[CH:8]=[O:9]. The yield is 0.700. (4) The reactants are [Br:1][C:2]1[C:3]([F:27])=[C:4]([F:26])[C:5]([NH:17][C:18]2[CH:23]=[CH:22][C:21](I)=[CH:20][C:19]=2[F:25])=[C:6]([CH:16]=1)[C:7]([NH:9][O:10][CH2:11][CH:12]([OH:15])[CH2:13][OH:14])=[O:8].C(N(CC)CC)C. The catalyst is O1CCCC1.[Ni]. The product is [Br:1][C:2]1[C:3]([F:27])=[C:4]([F:26])[C:5]([NH:17][C:18]2[CH:23]=[CH:22][CH:21]=[CH:20][C:19]=2[F:25])=[C:6]([CH:16]=1)[C:7]([NH:9][O:10][CH2:11][CH:12]([OH:15])[CH2:13][OH:14])=[O:8]. The yield is 0.300. (5) The reactants are [CH3:1][O:2][C:3]1[CH:9]=[CH:8][C:6]([NH2:7])=[CH:5][C:4]=1[C:10]([F:13])([F:12])[F:11].N1C=CC=CC=1.Cl[C:21](OC1C=CC=CC=1)=[O:22].[Cl:30][C:31]1[CH:37]=[C:36]([O:38][C:39]2[C:40]3[N:47]([CH3:48])[CH:46]=[CH:45][C:41]=3[N:42]=[CH:43][N:44]=2)[CH:35]=[CH:34][C:32]=1[NH2:33]. The catalyst is CN1CCCC1=O. The product is [Cl:30][C:31]1[CH:37]=[C:36]([O:38][C:39]2[C:40]3[N:47]([CH3:48])[CH:46]=[CH:45][C:41]=3[N:42]=[CH:43][N:44]=2)[CH:35]=[CH:34][C:32]=1[NH:33][C:21]([NH:7][C:6]1[CH:8]=[CH:9][C:3]([O:2][CH3:1])=[C:4]([C:10]([F:11])([F:12])[F:13])[CH:5]=1)=[O:22]. The yield is 0.330. (6) No catalyst specified. The product is [N:19]1[CH:20]=[CH:21][CH:22]=[C:17]([C:14]2[CH:15]=[C:16]3[C:8]([C:6]4[N:7]=[C:2]([N:29]5[CH2:34][CH2:33][CH2:32][C@H:31]([NH2:35])[CH2:30]5)[CH:3]=[CH:4][CH:5]=4)=[N:9][NH:10][C:11]3=[CH:12][N:13]=2)[CH:18]=1. The reactants are F[C:2]1[N:7]=[C:6]([C:8]2[C:16]3[C:11](=[CH:12][N:13]=[C:14]([C:17]4[CH:18]=[N:19][CH:20]=[CH:21][CH:22]=4)[CH:15]=3)[N:10](C3CCCCO3)[N:9]=2)[CH:5]=[CH:4][CH:3]=1.[NH:29]1[CH2:34][CH2:33][CH2:32][C@@H:31]([NH:35]C(=O)OCC2C=CC=CC=2)[CH2:30]1. The yield is 0.200. (7) The reactants are [C:1]([CH2:3][C:4]1[CH:5]=[C:6]([CH:11]=[CH:12][CH:13]=1)[C:7]([O:9][CH3:10])=[O:8])#[N:2].[H-].[Na+].Br[CH2:17][CH2:18][CH2:19]Br. The catalyst is CS(C)=O. The product is [C:1]([C:3]1([C:4]2[CH:5]=[C:6]([CH:11]=[CH:12][CH:13]=2)[C:7]([O:9][CH3:10])=[O:8])[CH2:19][CH2:18][CH2:17]1)#[N:2]. The yield is 0.420. (8) The reactants are [BH-](OC(C)=O)(OC(C)=O)OC(C)=O.[Na+].[NH2:15][CH2:16][C:17]1[CH:22]=[CH:21][CH:20]=[C:19]2[N:23]([C:37]3[C:38]4[C@H:45]([CH3:46])[CH2:44][C@@H:43]([OH:47])[C:39]=4[N:40]=[CH:41][N:42]=3)[CH2:24][C@@:25]3([CH2:29][CH2:28][N:27]([CH2:30][C:31]4[CH:36]=[CH:35][CH:34]=[CH:33][CH:32]=4)[CH2:26]3)[C:18]=12.[CH3:48][C:49]([CH3:51])=O. The catalyst is ClCCCl.C(Cl)Cl. The product is [CH2:30]([N:27]1[CH2:28][CH2:29][C@:25]2([C:18]3[C:19](=[CH:20][CH:21]=[CH:22][C:17]=3[CH2:16][NH:15][CH:49]([CH3:51])[CH3:48])[N:23]([C:37]3[C:38]4[C@H:45]([CH3:46])[CH2:44][C@@H:43]([OH:47])[C:39]=4[N:40]=[CH:41][N:42]=3)[CH2:24]2)[CH2:26]1)[C:31]1[CH:32]=[CH:33][CH:34]=[CH:35][CH:36]=1. The yield is 0.910.